Dataset: Reaction yield outcomes from USPTO patents with 853,638 reactions. Task: Predict the reaction yield, written as a fraction of the theoretical maximum amount of product (1.0 means a 100% yield; for example, 0.34 means a 34% yield). The reactants are [F:1][C:2]1[CH:3]=[C:4]([N+:9]([O-:11])=[O:10])[CH:5]=[CH:6][C:7]=1F.COC1C=C(CC)C=CC=1O.[CH2:23]([O:30][C:31]1[CH:36]=[C:35]([CH2:37][CH3:38])[CH:34]=[CH:33][C:32]=1[OH:39])[C:24]1[CH:29]=[CH:28][CH:27]=[CH:26][CH:25]=1. No catalyst specified. The product is [CH2:23]([O:30][C:31]1[CH:36]=[C:35]([CH2:37][CH3:38])[CH:34]=[CH:33][C:32]=1[O:39][C:7]1[CH:6]=[CH:5][C:4]([N+:9]([O-:11])=[O:10])=[CH:3][C:2]=1[F:1])[C:24]1[CH:29]=[CH:28][CH:27]=[CH:26][CH:25]=1. The yield is 1.00.